Dataset: Reaction yield outcomes from USPTO patents with 853,638 reactions. Task: Predict the reaction yield, written as a fraction of the theoretical maximum amount of product (1.0 means a 100% yield; for example, 0.34 means a 34% yield). (1) The reactants are [CH3:1][CH:2]1[CH2:6][N:5]([C:7]2[CH:8]=[N:9][CH:10]=[CH:11][CH:12]=2)[NH:4][C:3]1=O.P(Cl)(Cl)([Cl:16])=O. The catalyst is C(#N)C. The product is [Cl:16][C:3]1[CH:2]([CH3:1])[CH2:6][N:5]([C:7]2[CH:8]=[N:9][CH:10]=[CH:11][CH:12]=2)[N:4]=1. The yield is 0.760. (2) The reactants are C[O:2][C:3](=[O:24])[C:4]([CH3:23])([N:6]([CH2:20][CH2:21][CH3:22])[S:7]([C:10]1[CH:15]=[CH:14][CH:13]=[CH:12][C:11]=1[C:16]([F:19])([F:18])[F:17])(=[O:9])=[O:8])[CH3:5].C1COCC1.CO.O[Li].O. The catalyst is O. The product is [CH3:23][C:4]([N:6]([CH2:20][CH2:21][CH3:22])[S:7]([C:10]1[CH:15]=[CH:14][CH:13]=[CH:12][C:11]=1[C:16]([F:19])([F:18])[F:17])(=[O:9])=[O:8])([CH3:5])[C:3]([OH:24])=[O:2]. The yield is 0.980.